This data is from Full USPTO retrosynthesis dataset with 1.9M reactions from patents (1976-2016). The task is: Predict the reactants needed to synthesize the given product. (1) Given the product [NH2:13][CH:9]([C:3]1[CH:4]=[CH:5][CH:6]=[C:7]([Cl:8])[C:2]=1[Cl:1])[CH2:10][CH2:11][OH:12], predict the reactants needed to synthesize it. The reactants are: [Cl:1][C:2]1[C:7]([Cl:8])=[CH:6][CH:5]=[CH:4][C:3]=1[CH:9]([NH:13]C(=O)OC(C)(C)C)[CH2:10][CH2:11][OH:12].FC(F)(F)C(O)=O. (2) Given the product [NH2:11][C:7]1[C:8]([CH3:10])=[CH:9][C:4]([C:3]([N:2]([CH3:16])[CH3:1])=[O:15])=[CH:5][C:6]=1[CH3:14], predict the reactants needed to synthesize it. The reactants are: [CH3:1][N:2]([CH3:16])[C:3](=[O:15])[C:4]1[CH:9]=[C:8]([CH3:10])[C:7]([N+:11]([O-])=O)=[C:6]([CH3:14])[CH:5]=1.[H][H]. (3) Given the product [C:40]([O:44][C:45]([N:47]1[CH2:52][CH2:51][N:50]([C:2]2[CH:20]=[CH:19][CH:18]=[C:4]([CH2:5][N:6]3[C:12](=[O:13])[CH2:11][CH2:10][CH2:9][C:8]4[CH:14]=[CH:15][CH:16]=[CH:17][C:7]3=4)[CH:3]=2)[CH2:49][CH2:48]1)=[O:46])([CH3:43])([CH3:41])[CH3:42], predict the reactants needed to synthesize it. The reactants are: Br[C:2]1[CH:3]=[C:4]([CH:18]=[CH:19][CH:20]=1)[CH2:5][N:6]1[C:12](=[O:13])[CH2:11][CH2:10][CH2:9][C:8]2[CH:14]=[CH:15][CH:16]=[CH:17][C:7]1=2.CC(C)([O-])C.[Na+].C(P(C(C)(C)C)C(C)(C)C)(C)(C)C.[C:40]([O:44][C:45]([N:47]1[CH2:52][CH2:51][NH:50][CH2:49][CH2:48]1)=[O:46])([CH3:43])([CH3:42])[CH3:41]. (4) Given the product [NH2:12][C:4]1[C:3](=[O:15])[N:2]([CH3:1])[CH:7]=[C:6]([C:8]([F:9])([F:10])[F:11])[CH:5]=1, predict the reactants needed to synthesize it. The reactants are: [CH3:1][N:2]1[CH:7]=[C:6]([C:8]([F:11])([F:10])[F:9])[CH:5]=[C:4]([N+:12]([O-])=O)[C:3]1=[O:15]. (5) Given the product [Br:10][C:4]1[C:3]([N+:11]([O-:13])=[O:12])=[C:2]2[NH:1][CH2:16][O:9][CH2:8][CH2:7][N:6]2[N:5]=1, predict the reactants needed to synthesize it. The reactants are: [NH2:1][C:2]1[N:6]([CH2:7][CH2:8][OH:9])[N:5]=[C:4]([Br:10])[C:3]=1[N+:11]([O-:13])=[O:12].C=O.[C:16](O[BH-](OC(=O)C)OC(=O)C)(=O)C.[Na+].C(O)(=O)C. (6) The reactants are: [CH2:1]([O:3][C:4]([C:6]1[C:10]2=[N:11][CH:12]=[CH:13][C:14](Cl)=[C:9]2[NH:8][C:7]=1[CH3:16])=[O:5])[CH3:2].[CH:17]1([CH2:20][O:21][C:22]2[CH:27]=[CH:26][C:25]([O:28][CH3:29])=[CH:24][C:23]=2B2OC(C)(C)C(C)(C)O2)[CH2:19][CH2:18]1. Given the product [CH:17]1([CH2:20][O:21][C:22]2[CH:23]=[CH:24][C:25]([O:28][CH3:29])=[CH:26][C:27]=2[C:14]2[CH:13]=[CH:12][N:11]=[C:10]3[C:6]([C:4]([O:3][CH2:1][CH3:2])=[O:5])=[C:7]([CH3:16])[NH:8][C:9]=23)[CH2:18][CH2:19]1, predict the reactants needed to synthesize it. (7) Given the product [OH:4][C:5]1[C:6]([CH2:8][C:7]([CH3:12])=[CH2:6])=[C:7]([CH:12]=[CH:13][C:14]=1[N+:15]([O-:17])=[O:16])[C:8]([O:10][CH3:11])=[O:9], predict the reactants needed to synthesize it. The reactants are: CC(=C)C[O:4][C:5]1[CH:6]=[C:7]([CH:12]=[CH:13][C:14]=1[N+:15]([O-:17])=[O:16])[C:8]([O:10][CH3:11])=[O:9].